Dataset: Peptide-MHC class II binding affinity with 134,281 pairs from IEDB. Task: Regression. Given a peptide amino acid sequence and an MHC pseudo amino acid sequence, predict their binding affinity value. This is MHC class II binding data. (1) The peptide sequence is DYINTSLTSINVQASALF. The MHC is DRB1_1101 with pseudo-sequence DRB1_1101. The binding affinity (normalized) is 0.204. (2) The peptide sequence is EQQINHHWHKSGSSIGKA. The MHC is DRB1_1101 with pseudo-sequence DRB1_1101. The binding affinity (normalized) is 0.471. (3) The peptide sequence is EDMLEVWNRVWITNN. The MHC is HLA-DQA10501-DQB10302 with pseudo-sequence HLA-DQA10501-DQB10302. The binding affinity (normalized) is 0.413. (4) The peptide sequence is ISCICGGTIDAYTSS. The MHC is DRB1_0101 with pseudo-sequence DRB1_0101. The binding affinity (normalized) is 0.450. (5) The peptide sequence is LTQYFVQENYLEYRQVPG. The MHC is DRB1_0401 with pseudo-sequence DRB1_0401. The binding affinity (normalized) is 0.217. (6) The peptide sequence is AAATAGTTVYGAVAA. The MHC is HLA-DPA10103-DPB10601 with pseudo-sequence HLA-DPA10103-DPB10601. The binding affinity (normalized) is 0.0693. (7) The peptide sequence is LRYRYGLFKQRIAKE. The MHC is DRB1_1201 with pseudo-sequence DRB1_1201. The binding affinity (normalized) is 0.265.